From a dataset of Peptide-MHC class II binding affinity with 134,281 pairs from IEDB. Regression. Given a peptide amino acid sequence and an MHC pseudo amino acid sequence, predict their binding affinity value. This is MHC class II binding data. The peptide sequence is SIRAANVMAASLRKA. The MHC is DRB1_0801 with pseudo-sequence DRB1_0801. The binding affinity (normalized) is 0.416.